This data is from NCI-60 drug combinations with 297,098 pairs across 59 cell lines. The task is: Regression. Given two drug SMILES strings and cell line genomic features, predict the synergy score measuring deviation from expected non-interaction effect. (1) Synergy scores: CSS=10.1, Synergy_ZIP=-1.26, Synergy_Bliss=5.33, Synergy_Loewe=-10.7, Synergy_HSA=1.17. Drug 2: C1CN(P(=O)(OC1)NCCCl)CCCl. Drug 1: CC1=C(C(CCC1)(C)C)C=CC(=CC=CC(=CC(=O)O)C)C. Cell line: HS 578T. (2) Drug 1: CN(CC1=CN=C2C(=N1)C(=NC(=N2)N)N)C3=CC=C(C=C3)C(=O)NC(CCC(=O)O)C(=O)O. Drug 2: C1=CN(C(=O)N=C1N)C2C(C(C(O2)CO)O)O.Cl. Cell line: DU-145. Synergy scores: CSS=23.5, Synergy_ZIP=-10.9, Synergy_Bliss=-12.1, Synergy_Loewe=-12.4, Synergy_HSA=-8.84. (3) Drug 1: C1=NC2=C(N1)C(=S)N=C(N2)N. Drug 2: CC1C(C(CC(O1)OC2CC(OC(C2O)C)OC3=CC4=CC5=C(C(=O)C(C(C5)C(C(=O)C(C(C)O)O)OC)OC6CC(C(C(O6)C)O)OC7CC(C(C(O7)C)O)OC8CC(C(C(O8)C)O)(C)O)C(=C4C(=C3C)O)O)O)O. Cell line: DU-145. Synergy scores: CSS=36.2, Synergy_ZIP=2.21, Synergy_Bliss=2.16, Synergy_Loewe=1.40, Synergy_HSA=2.50. (4) Drug 1: CCC1(C2=C(COC1=O)C(=O)N3CC4=CC5=C(C=CC(=C5CN(C)C)O)N=C4C3=C2)O.Cl. Drug 2: CC12CCC3C(C1CCC2OP(=O)(O)O)CCC4=C3C=CC(=C4)OC(=O)N(CCCl)CCCl.[Na+]. Cell line: HOP-62. Synergy scores: CSS=54.9, Synergy_ZIP=-1.80, Synergy_Bliss=-6.89, Synergy_Loewe=-61.2, Synergy_HSA=-8.41.